This data is from Experimentally validated miRNA-target interactions with 360,000+ pairs, plus equal number of negative samples. The task is: Binary Classification. Given a miRNA mature sequence and a target amino acid sequence, predict their likelihood of interaction. (1) The protein sequence of the target gene is MASNSWNASSSPGEAREDGPEGLDKGLDNDAEGVWSPDIEQSFQEALAIYPPCGRRKIILSDEGKMYGRNELIARYIKLRTGKTRTRKQVSSHIQVLARKKVREYQVGIKAMNLDQVSKDKALQSMASMSSAQIVSASVLQNKFSPPSPLPQAVFSTSSRFWSSPPLLGQQPGPSQDIKPFAQPAYPIQPPLPPTLSSYEPLAPLPSAAASVPVWQDRTIASSRLRLLEYSAFMEVQRDPDTYSKHLFVHIGQTNPAFSDPPLEAVDVRQIYDKFPEKKGGLKELYEKGPPNAFFLVKFW.... Result: 0 (no interaction). The miRNA is hsa-miR-4324 with sequence CCCUGAGACCCUAACCUUAA. (2) The miRNA is cel-miR-271 with sequence UCGCCGGGUGGAAAGCAUUC. The protein sequence of the target gene is MSVLISQSVINYVEEENIPALKALLEKCKDVDERNECGQTPLMIAAEQGNLEIVKELIKNGANCNLEDLDNWTALISASKEGHVHIVEELLKCGVNLEHRDMGGWTALMWACYKGRTDVVELLLSHGANPSVTGLYSVYPIIWAAGRGHADIVHLLLQNGAKVNCSDKYGTTPLVWAARKGHLECVKHLLAMGADVDQEGANSMTALIVAVKGGYTQSVKEILKRNPNVNLTDKDGNTALMIASKEGHTEIVQDLLDAGTYVNIPDRSGDTVLIGAVRGGHVEIVRALLQKYADIDIRGQ.... Result: 0 (no interaction).